This data is from Reaction yield outcomes from USPTO patents with 853,638 reactions. The task is: Predict the reaction yield, written as a fraction of the theoretical maximum amount of product (1.0 means a 100% yield; for example, 0.34 means a 34% yield). The reactants are [Br:1][C:2]1[CH:3]=[C:4]([C:10](=[N:19]O)[CH2:11][C:12]2[CH:17]=[CH:16][CH:15]=[C:14]([Cl:18])[N:13]=2)[CH:5]=[CH:6][C:7]=1[O:8][CH3:9].CS(Cl)(=O)=O.C(N(CC)CC)C.C(OCC)(=O)C. The catalyst is C(COC)OC.[Fe](Cl)Cl. The product is [Br:1][C:2]1[CH:3]=[C:4]([C:10]2[CH:11]=[C:12]3[CH:17]=[CH:16][CH:15]=[C:14]([Cl:18])[N:13]3[N:19]=2)[CH:5]=[CH:6][C:7]=1[O:8][CH3:9]. The yield is 0.0900.